Dataset: NCI-60 drug combinations with 297,098 pairs across 59 cell lines. Task: Regression. Given two drug SMILES strings and cell line genomic features, predict the synergy score measuring deviation from expected non-interaction effect. (1) Drug 1: CC12CCC3C(C1CCC2O)C(CC4=C3C=CC(=C4)O)CCCCCCCCCS(=O)CCCC(C(F)(F)F)(F)F. Drug 2: C1C(C(OC1N2C=NC(=NC2=O)N)CO)O. Cell line: A498. Synergy scores: CSS=-6.36, Synergy_ZIP=1.67, Synergy_Bliss=-6.80, Synergy_Loewe=-13.5, Synergy_HSA=-18.7. (2) Drug 1: CCCCC(=O)OCC(=O)C1(CC(C2=C(C1)C(=C3C(=C2O)C(=O)C4=C(C3=O)C=CC=C4OC)O)OC5CC(C(C(O5)C)O)NC(=O)C(F)(F)F)O. Drug 2: COC1=C2C(=CC3=C1OC=C3)C=CC(=O)O2. Cell line: OVCAR-5. Synergy scores: CSS=28.8, Synergy_ZIP=5.26, Synergy_Bliss=5.68, Synergy_Loewe=-1.08, Synergy_HSA=6.12. (3) Drug 1: CC(C1=C(C=CC(=C1Cl)F)Cl)OC2=C(N=CC(=C2)C3=CN(N=C3)C4CCNCC4)N. Drug 2: CN(C(=O)NC(C=O)C(C(C(CO)O)O)O)N=O. Cell line: 786-0. Synergy scores: CSS=0.840, Synergy_ZIP=-0.198, Synergy_Bliss=-3.83, Synergy_Loewe=-4.58, Synergy_HSA=-3.97. (4) Synergy scores: CSS=4.82, Synergy_ZIP=6.50, Synergy_Bliss=9.80, Synergy_Loewe=-9.19, Synergy_HSA=-6.21. Drug 1: C1=CC=C(C=C1)NC(=O)CCCCCCC(=O)NO. Drug 2: CCN(CC)CCNC(=O)C1=C(NC(=C1C)C=C2C3=C(C=CC(=C3)F)NC2=O)C. Cell line: HL-60(TB).